From a dataset of Peptide-MHC class II binding affinity with 134,281 pairs from IEDB. Regression. Given a peptide amino acid sequence and an MHC pseudo amino acid sequence, predict their binding affinity value. This is MHC class II binding data. (1) The peptide sequence is MASSSSVLLVVALFA. The MHC is HLA-DQA10102-DQB10602 with pseudo-sequence HLA-DQA10102-DQB10602. The binding affinity (normalized) is 0.376. (2) The peptide sequence is AFILDGDNLFPKR. The MHC is DRB1_0401 with pseudo-sequence DRB1_0401. The binding affinity (normalized) is 0.538.